From a dataset of CYP1A2 inhibition data for predicting drug metabolism from PubChem BioAssay. Regression/Classification. Given a drug SMILES string, predict its absorption, distribution, metabolism, or excretion properties. Task type varies by dataset: regression for continuous measurements (e.g., permeability, clearance, half-life) or binary classification for categorical outcomes (e.g., BBB penetration, CYP inhibition). Dataset: cyp1a2_veith. (1) The result is 1 (inhibitor). The drug is Cc1cc(Br)ccc1NC(=O)CCSc1ccccc1. (2) The molecule is CO[C@@H]1/C=C\CC(=O)N[C@@H](C)C(=O)OC[C@H](NS(=O)(=O)c2ccc(C)cc2)[C@H](C)/C=C\CC(=O)OC[C@H]1C. The result is 0 (non-inhibitor). (3) The drug is CN(C)Cc1ccccc1-c1nccc(N(C)Cc2ccco2)n1. The result is 1 (inhibitor). (4) The result is 1 (inhibitor). The molecule is Cn1c(=O)c(-c2ccccc2)nc2cnc(Oc3ccccc3)nc21. (5) The compound is COc1cccc([C@@H]2Oc3ccc(OC)cc3/C(=N/O[C@@H](C)c3cn([C@H]4COC[C@H]4O)nn3)[C@@H]2O)c1. The result is 0 (non-inhibitor). (6) The molecule is Cc1nc2cnc(Oc3ccccc3)nc2n(C)c1=O. The result is 1 (inhibitor).